From a dataset of Full USPTO retrosynthesis dataset with 1.9M reactions from patents (1976-2016). Predict the reactants needed to synthesize the given product. The reactants are: O1C2C(=CC=CC=2)/C(=[N:11]/[OH:12])/CC1.[CH2:13]([CH:15]1[CH2:23][C:22]2[C:17](=[CH:18][C:19]([O:24][CH3:25])=[CH:20][CH:21]=2)[C:16]1=O)[CH3:14]. Given the product [CH2:13]([CH:15]1[CH2:23][C:22]2[C:17](=[CH:18][C:19]([O:24][CH3:25])=[CH:20][CH:21]=2)[C:16]1=[N:11][OH:12])[CH3:14], predict the reactants needed to synthesize it.